This data is from Forward reaction prediction with 1.9M reactions from USPTO patents (1976-2016). The task is: Predict the product of the given reaction. (1) The product is: [Cl-:66].[Cl-:66].[CH2:61]([C:53](=[Zr+2:70]([CH:60]1[CH:59]=[CH:33][CH:24]=[CH:25]1)[C:23]1[C:22]2[CH2:21][C:20]3[C:28](=[CH:16][C:17]([C:52]([CH3:55])([CH3:53])[CH3:54])=[C:18]([C:45]4[CH:46]=[CH:47][C:48]([CH3:51])=[CH:49][CH:50]=4)[CH:19]=3)[C:27]=2[CH:26]=[C:25]([C:29]([CH3:32])([CH3:31])[CH3:30])[C:24]=1[C:33]1[CH:34]=[CH:35][C:36]([CH3:39])=[CH:37][CH:38]=1)[CH2:52][C:17]1[CH:16]=[CH:28][CH:20]=[CH:19][CH:18]=1)[C:62]1[CH:23]=[CH:22][CH:21]=[CH:64][CH:63]=1. Given the reactants C(C(=[C:16]1[C:28]2[C:20]([CH:21]=[C:22]3[C:27]=2[CH:26]=[C:25]([C:29]([CH3:32])([CH3:31])[CH3:30])[C:24]([C:33]2[CH:38]=[CH:37][C:36]([CH3:39])=[CH:35][CH:34]=2)=[CH:23]3)=[C:19](C2C=CC=C2)[C:18]([C:45]2[CH:50]=[CH:49][C:48]([CH3:51])=[CH:47][CH:46]=2)=[C:17]1[C:52]([CH3:55])([CH3:54])[CH3:53])CC1C=CC=CC=1)C1C=CC=CC=1.C(O[CH2:59][CH3:60])C.[CH2:61]([Li])[CH2:62][CH2:63][CH3:64].[Cl-:66].[Cl-].[Cl-].[Cl-].[Zr+4:70], predict the reaction product. (2) Given the reactants C([O:3][CH:4]1[CH:8]([NH:9][C:10]([C@H:12]2[N:17]3[C:18](=[O:33])[C@@H:19]([NH:24][C:25](=[O:32])[C:26]4[CH:31]=[CH:30][CH:29]=[CH:28][CH:27]=4)[CH2:20][CH:21]=[CH:22][CH2:23][C@@H:16]3[CH2:15][CH2:14][CH2:13]2)=[O:11])[CH2:7][C:6](=[O:34])[O:5]1)C.FC(F)(F)C(O)=O, predict the reaction product. The product is: [OH:3][CH:4]1[CH:8]([NH:9][C:10]([C@H:12]2[N:17]3[C:18](=[O:33])[C@@H:19]([NH:24][C:25](=[O:32])[C:26]4[CH:27]=[CH:28][CH:29]=[CH:30][CH:31]=4)[CH2:20][CH:21]=[CH:22][CH2:23][C@H:16]3[CH2:15][CH2:14][CH2:13]2)=[O:11])[CH2:7][C:6](=[O:34])[O:5]1. (3) Given the reactants [C:1]1(=[O:7])[O:6][C:4](=[O:5])[CH2:3][CH2:2]1.[CH3:8][OH:9], predict the reaction product. The product is: [CH3:8][O:9][C:4](=[O:5])[CH2:3][CH2:2][C:1]([OH:6])=[O:7].